Dataset: Peptide-MHC class I binding affinity with 185,985 pairs from IEDB/IMGT. Task: Regression. Given a peptide amino acid sequence and an MHC pseudo amino acid sequence, predict their binding affinity value. This is MHC class I binding data. (1) The peptide sequence is AMAKAAAAV. The MHC is HLA-A02:06 with pseudo-sequence HLA-A02:06. The binding affinity (normalized) is 0.817. (2) The peptide sequence is LEYFQFVKKLL. The MHC is HLA-A31:01 with pseudo-sequence HLA-A31:01. The binding affinity (normalized) is 0.0847. (3) The peptide sequence is TILGIGTVL. The MHC is Patr-A0301 with pseudo-sequence Patr-A0301. The binding affinity (normalized) is 0. (4) The peptide sequence is FLMSFTILCL. The MHC is HLA-A02:03 with pseudo-sequence HLA-A02:03. The binding affinity (normalized) is 0.504. (5) The peptide sequence is IIYYQLAGY. The MHC is HLA-A02:01 with pseudo-sequence HLA-A02:01. The binding affinity (normalized) is 0.0847. (6) The peptide sequence is NLPEDIKRV. The MHC is HLA-A02:01 with pseudo-sequence HLA-A02:01. The binding affinity (normalized) is 0.536. (7) The peptide sequence is REPHNEWTL. The MHC is H-2-Kk with pseudo-sequence H-2-Kk. The binding affinity (normalized) is 0.348.